This data is from Forward reaction prediction with 1.9M reactions from USPTO patents (1976-2016). The task is: Predict the product of the given reaction. (1) Given the reactants [CH3:1][O:2][C:3]([NH:5][C@@H:6]([CH:24]([CH3:26])[CH3:25])[C:7]([N:9]1[CH2:13][CH2:12][CH2:11][C@H:10]1[C:14]([O:16]CC1C=CC=CC=1)=[O:15])=[O:8])=[O:4].C1COCC1, predict the reaction product. The product is: [CH3:1][O:2][C:3]([NH:5][C@@H:6]([CH:24]([CH3:26])[CH3:25])[C:7]([N:9]1[CH2:13][CH2:12][CH2:11][C@H:10]1[C:14]([OH:16])=[O:15])=[O:8])=[O:4]. (2) Given the reactants [CH3:1][C:2]1([CH3:24])[C:11]2[CH2:10][O:9][CH:8]=[CH:7][C:6]3=[CH:12][CH:13]([CH2:15][NH:16][C:17](=[O:23])[O:18][C:19]([CH3:22])([CH3:21])[CH3:20])[O:14][B:4]([C:5]=23)[O:3]1.C1C(=O)N([Cl:32])C(=O)C1, predict the reaction product. The product is: [Cl:32][C:12]1[C@H:13]([CH2:15][NH:16][C:17](=[O:23])[O:18][C:19]([CH3:22])([CH3:21])[CH3:20])[O:14][B:4]2[C:5]3[C:6]=1[CH:7]=[CH:8][O:9][CH2:10][C:11]=3[C:2]([CH3:24])([CH3:1])[O:3]2.